From a dataset of Reaction yield outcomes from USPTO patents with 853,638 reactions. Predict the reaction yield, written as a fraction of the theoretical maximum amount of product (1.0 means a 100% yield; for example, 0.34 means a 34% yield). (1) The reactants are [F:1][C:2]1[CH:20]=[C:19]([F:21])[CH:18]=[CH:17][C:3]=1[O:4][C:5]1[CH:6]=[CH:7][C:8]2[N:12]=[C:11]([CH2:13][OH:14])[N:10]([CH3:15])[C:9]=2[CH:16]=1.O[C:23]1[CH:24]=[C:25]([CH:30]=[CH:31][CH:32]=1)[C:26]([O:28][CH3:29])=[O:27].C(P(CCCC)CCCC)CCC.N(C(N1CCCCC1)=O)=NC(N1CCCCC1)=O. The catalyst is ClCCl. The product is [F:1][C:2]1[CH:20]=[C:19]([F:21])[CH:18]=[CH:17][C:3]=1[O:4][C:5]1[CH:6]=[CH:7][C:8]2[N:12]=[C:11]([CH2:13][O:14][C:23]3[CH:24]=[C:25]([CH:30]=[CH:31][CH:32]=3)[C:26]([O:28][CH3:29])=[O:27])[N:10]([CH3:15])[C:9]=2[CH:16]=1. The yield is 0.840. (2) The reactants are [NH:1]([C:3]1[N:4]=[C:5]2[CH:11]=[CH:10][N:9]([S:12]([C:15]3[CH:21]=[CH:20][C:18]([CH3:19])=[CH:17][CH:16]=3)(=[O:14])=[O:13])[C:6]2=[N:7][CH:8]=1)[NH2:2].[CH2:22]([CH:24]1[CH2:32][C:27]2([O:31][CH2:30][CH2:29][O:28]2)[CH2:26][CH:25]1[C:33](O)=[O:34])[CH3:23].CN(C(ON1N=NC2C=CC=NC1=2)=[N+](C)C)C.F[P-](F)(F)(F)(F)F. The catalyst is C(Cl)Cl. The product is [CH2:22]([CH:24]1[CH2:32][C:27]2([O:28][CH2:29][CH2:30][O:31]2)[CH2:26][CH:25]1[C:33]([NH:2][NH:1][C:3]1[N:4]=[C:5]2[CH:11]=[CH:10][N:9]([S:12]([C:15]3[CH:21]=[CH:20][C:18]([CH3:19])=[CH:17][CH:16]=3)(=[O:13])=[O:14])[C:6]2=[N:7][CH:8]=1)=[O:34])[CH3:23]. The yield is 0.890.